Dataset: Forward reaction prediction with 1.9M reactions from USPTO patents (1976-2016). Task: Predict the product of the given reaction. (1) Given the reactants [NH2:1][CH:2]1[C:10]2[C:5](=[CH:6][C:7]([C:11]#[N:12])=[CH:8][CH:9]=2)[CH2:4][CH2:3]1.[F:13][C:14]([F:25])([F:24])[C:15](O[C:15](=[O:16])[C:14]([F:25])([F:24])[F:13])=[O:16].CO, predict the reaction product. The product is: [C:11]([C:7]1[CH:6]=[C:5]2[C:10](=[CH:9][CH:8]=1)[CH:2]([NH:1][C:15](=[O:16])[C:14]([F:25])([F:24])[F:13])[CH2:3][CH2:4]2)#[N:12]. (2) Given the reactants [C:1]([CH2:3][CH2:4][S:5][C:6]1[CH:11]=[C:10]([NH2:12])[C:9]([S:13][CH2:14][CH2:15][C:16]#[N:17])=[CH:8][C:7]=1[NH2:18])#[N:2].[N+:19]([C:22]1[CH:30]=[CH:29][C:25]([C:26](Cl)=[O:27])=[CH:24][CH:23]=1)([O-:21])=[O:20].O, predict the reaction product. The product is: [C:1]([CH2:3][CH2:4][S:5][C:6]1[CH:11]=[C:10]([NH2:12])[C:9]([S:13][CH2:14][CH2:15][C:16]#[N:17])=[CH:8][C:7]=1[NH:18][C:26](=[O:27])[C:25]1[CH:24]=[CH:23][C:22]([N+:19]([O-:21])=[O:20])=[CH:30][CH:29]=1)#[N:2]. (3) Given the reactants [NH2:1][C:2]1[CH:3]=[CH:4][C:5]([CH3:15])=[C:6]([NH:8][C:9](=[O:14])[C:10]([F:13])([F:12])[F:11])[CH:7]=1.N1C=CC=CC=1.[C:22](Cl)(=[O:24])[CH3:23].Cl, predict the reaction product. The product is: [C:22]([NH:1][C:2]1[CH:3]=[CH:4][C:5]([CH3:15])=[C:6]([NH:8][C:9](=[O:14])[C:10]([F:11])([F:12])[F:13])[CH:7]=1)(=[O:24])[CH3:23]. (4) Given the reactants [NH2:1][C:2]1[N:10]=[C:9]([Cl:11])[CH:8]=[CH:7][C:3]=1[C:4]([NH2:6])=[O:5].[F:12][C:13]1[CH:14]=[C:15]([CH:18]=[CH:19][CH:20]=1)[CH:16]=O.CC1C=CC(S(O)(=O)=O)=CC=1, predict the reaction product. The product is: [Cl:11][C:9]1[CH:8]=[CH:7][C:3]2[C:4](=[O:5])[NH:6][CH:16]([C:15]3[CH:18]=[CH:19][CH:20]=[C:13]([F:12])[CH:14]=3)[NH:1][C:2]=2[N:10]=1. (5) Given the reactants [O:1]1[CH2:5][CH:4]([NH2:6])[CH:3]([NH2:7])[CH2:2]1.Cl.N=[C:10](OC)[C:11]1[C:12]([CH3:22])=[CH:13][C:14]([CH3:21])=[C:15]([CH:20]=1)[C:16]([O:18][CH3:19])=[O:17].C(N(CC)CC)C, predict the reaction product. The product is: [CH3:21][C:14]1[CH:13]=[C:12]([CH3:22])[C:11]([C:10]2[NH:7][CH:3]3[CH2:2][O:1][CH2:5][CH:4]3[N:6]=2)=[CH:20][C:15]=1[C:16]([O:18][CH3:19])=[O:17]. (6) Given the reactants Cl.Cl.[O:3]1[C:7]2[CH:8]=[CH:9][CH:10]=[C:11]([CH:12]3[CH2:17][CH2:16][N:15]([CH2:18][CH2:19][C@H:20]4[CH2:25][CH2:24][C@H:23]([NH2:26])[CH2:22][CH2:21]4)[CH2:14][CH2:13]3)[C:6]=2[CH2:5][CH2:4]1.[CH3:27][N:28]([CH3:36])[C:29](=[O:35])[CH2:30][CH2:31][C:32](O)=[O:33], predict the reaction product. The product is: [O:3]1[C:7]2[CH:8]=[CH:9][CH:10]=[C:11]([CH:12]3[CH2:17][CH2:16][N:15]([CH2:18][CH2:19][C@H:20]4[CH2:21][CH2:22][C@H:23]([NH:26][C:32](=[O:33])[CH2:31][CH2:30][C:29]([N:28]([CH3:36])[CH3:27])=[O:35])[CH2:24][CH2:25]4)[CH2:14][CH2:13]3)[C:6]=2[CH2:5][CH2:4]1. (7) Given the reactants C[N:2]([CH:4]=O)[CH3:3].O=P(Cl)(Cl)[Cl:8].[F:11][CH:12]([F:20])[C:13]1[CH:17]=[C:16]([OH:18])N(C)[N:14]=1.C(=O)([O-])[O-].[K+].[K+], predict the reaction product. The product is: [Cl:8][C:4]1[N:2]([CH3:3])[N:14]=[C:13]([CH:12]([F:20])[F:11])[C:17]=1[CH:16]=[O:18]. (8) Given the reactants [F:1][C:2]([F:12])([F:11])[C:3]1[C:8]([C:9]#[N:10])=[CH:7][N:6]=[CH:5][CH:4]=1.N, predict the reaction product. The product is: [NH2:10][CH2:9][C:8]1[CH:7]=[N:6][CH:5]=[CH:4][C:3]=1[C:2]([F:12])([F:1])[F:11]. (9) Given the reactants C(NC(C)C)(C)C.C([Li])CCC.[CH2:13]([N:19]1[C:27]2[C:22](=[CH:23][CH:24]=[CH:25][CH:26]=2)[CH:21]([C:28]2[C:36]([OH:37])=[CH:35][C:31]3[O:32][CH2:33][O:34][C:30]=3[CH:29]=2)[C:20]1=[O:38])[CH2:14][CH2:15][CH2:16][CH2:17][CH3:18].Br[CH2:40][C:41]([O:43][CH2:44][CH3:45])=[O:42], predict the reaction product. The product is: [CH2:13]([N:19]1[C:27]2[C:22](=[CH:23][CH:24]=[CH:25][CH:26]=2)[C:21]([CH2:40][C:41]([O:43][CH2:44][CH3:45])=[O:42])([C:28]2[C:36]([OH:37])=[CH:35][C:31]3[O:32][CH2:33][O:34][C:30]=3[CH:29]=2)[C:20]1=[O:38])[CH2:14][CH2:15][CH2:16][CH2:17][CH3:18].